Predict which catalyst facilitates the given reaction. From a dataset of Catalyst prediction with 721,799 reactions and 888 catalyst types from USPTO. (1) Reactant: [F:1][C:2]1[CH:11]=[C:10]2[C:5]([CH:6]=[C:7]([C:18]3[NH:22][C:21](=[O:23])[NH:20][N:19]=3)[N:8]=[C:9]2[NH:12][C@H:13]2[CH2:17][CH2:16][NH:15][CH2:14]2)=[CH:4][CH:3]=1.CC1C=CC=C(C)N=1.[C:32](Cl)(=[O:35])[CH:33]=[CH2:34]. The catalyst class is: 2. Product: [C:32]([N:15]1[CH2:16][CH2:17][C@H:13]([NH:12][C:9]2[C:10]3[C:5](=[CH:4][CH:3]=[C:2]([F:1])[CH:11]=3)[CH:6]=[C:7]([C:18]3[NH:22][C:21](=[O:23])[NH:20][N:19]=3)[N:8]=2)[CH2:14]1)(=[O:35])[CH:33]=[CH2:34]. (2) Reactant: [Br:1][C:2]1[CH:3]=[CH:4][C:5](O)=[C:6]([C:8]2[CH:17]=[CH:16]C3C(=CC=C(C4N(C5CCCCC5)C5C=CC(C(O)=O)=CC=5N=4)C=3)N=2)[CH:7]=1.C([O:39][C:40]([C:42]1[CH:65]=[CH:64][C:45]2[N:46]([CH:58]3[CH2:63][CH2:62][CH2:61][CH2:60][CH2:59]3)[C:47]([C:49]3[CH:54]=[CH:53][C:52]([NH2:55])=[C:51](C=O)[CH:50]=3)=[N:48][C:44]=2[CH:43]=1)=[O:41])C.C(C1C=CC([NH:75]C(=O)C)=C(Br)C=1)(=O)C.[OH-].[K+]. Product: [NH2:75][C:3]1[CH:4]=[CH:5][C:6]([C:8]2[CH:17]=[CH:16][C:51]3[C:52](=[CH:53][CH:54]=[C:49]([C:47]4[N:46]([CH:58]5[CH2:59][CH2:60][CH2:61][CH2:62][CH2:63]5)[C:45]5[CH:64]=[CH:65][C:42]([C:40]([OH:39])=[O:41])=[CH:43][C:44]=5[N:48]=4)[CH:50]=3)[N:55]=2)=[CH:7][C:2]=1[Br:1]. The catalyst class is: 8. (3) Reactant: [CH2:1]=O.[CH3:3][C@H:4]1[O:9][C@@H:8]([CH3:10])[CH2:7][NH:6][CH2:5]1.C[Si]([N:15]=[N+:16]=[N-:17])(C)C.[N+:18]([C:20]1[CH:27]=[CH:26][C:23]([C:24]#[N:25])=[C:22]([C:28]([F:31])([F:30])[F:29])[CH:21]=1)#[C-:19]. The catalyst class is: 5. Product: [CH3:10][C@H:8]1[O:9][C@@H:4]([CH3:3])[CH2:5][N:6]([CH2:1][C:19]2[N:18]([C:20]3[CH:27]=[CH:26][C:23]([C:24]#[N:25])=[C:22]([C:28]([F:29])([F:30])[F:31])[CH:21]=3)[N:17]=[N:16][N:15]=2)[CH2:7]1.